From a dataset of Forward reaction prediction with 1.9M reactions from USPTO patents (1976-2016). Predict the product of the given reaction. (1) Given the reactants Br[C:2]1[CH:7]=[CH:6][C:5]([C:8]#[N:9])=[CH:4][N:3]=1.[CH:10]1([NH2:14])[CH2:13][CH2:12][CH2:11]1, predict the reaction product. The product is: [CH:10]1([NH:14][C:2]2[CH:7]=[CH:6][C:5]([C:8]#[N:9])=[CH:4][N:3]=2)[CH2:13][CH2:12][CH2:11]1. (2) Given the reactants C(N1CCN(C2SC(C(O)=O)=C(C)N=2)C1=O)C1C=CC=CC=1.[CH3:23][C:24]1[N:25]=[C:26]([N:32]2[CH2:36][CH2:35][N:34]([CH2:37][C:38]3[CH:43]=[CH:42][C:41]([O:44][C:45]([F:48])([F:47])[F:46])=[CH:40][CH:39]=3)[C:33]2=[O:49])[S:27][C:28]=1[C:29](O)=[O:30].[NH2:50][CH2:51][CH2:52][C:53]1[CH:54]=[N:55][CH:56]=[CH:57][CH:58]=1, predict the reaction product. The product is: [CH3:23][C:24]1[N:25]=[C:26]([N:32]2[CH2:36][CH2:35][N:34]([CH2:37][C:38]3[CH:39]=[CH:40][C:41]([O:44][C:45]([F:46])([F:47])[F:48])=[CH:42][CH:43]=3)[C:33]2=[O:49])[S:27][C:28]=1[C:29]([NH:50][CH2:51][CH2:52][C:53]1[CH:54]=[N:55][CH:56]=[CH:57][CH:58]=1)=[O:30]. (3) Given the reactants C([BH3-])#N.[Na+].[C:5]([O:9][C:10]([N:12]1[CH:17]=[C:16]([C:18]2([CH2:29][C:30]3[CH:35]=[C:34]([Cl:36])[N:33]=[C:32]([Cl:37])[CH:31]=3)[C:26]3[C:21](=[CH:22][C:23]([Cl:27])=[CH:24][CH:25]=3)[NH:20][C:19]2=[O:28])[CH2:15][CH2:14][CH2:13]1)=[O:11])([CH3:8])([CH3:7])[CH3:6], predict the reaction product. The product is: [C:5]([O:9][C:10]([N:12]1[CH:17]=[C:16]([C:18]2([CH2:29][C:30]3[CH:35]=[C:34]([Cl:36])[N:33]=[C:32]([Cl:37])[CH:31]=3)[C:26]3[C:21](=[CH:22][C:23]([Cl:27])=[CH:24][CH:25]=3)[NH:20][C:19]2=[O:28])[CH:15]=[CH:14][CH2:13]1)=[O:11])([CH3:8])([CH3:6])[CH3:7].